From a dataset of Full USPTO retrosynthesis dataset with 1.9M reactions from patents (1976-2016). Predict the reactants needed to synthesize the given product. (1) Given the product [NH:39]([CH:40]=[CH:41][CH:42]=[CH:43][CH:44]=[CH:1][C:2]1[C:10]([CH3:19])([CH2:11][CH2:12][CH2:13][CH2:14][S:15]([OH:18])(=[O:16])=[O:17])[C:9]2[C:4](=[CH:5][CH:6]=[C:7]([S:20]([OH:23])(=[O:22])=[O:21])[CH:8]=2)[N+:3]=1[CH2:24][CH2:25][CH2:26][CH2:27][S:28]([O-:31])(=[O:29])=[O:30])[C:33]1[CH:38]=[CH:37][CH:36]=[CH:35][CH:34]=1, predict the reactants needed to synthesize it. The reactants are: [CH3:1][C:2]1[C:10]([CH3:19])([CH2:11][CH2:12][CH2:13][CH2:14][S:15]([OH:18])(=[O:17])=[O:16])[C:9]2[C:4](=[CH:5][CH:6]=[C:7]([S:20]([OH:23])(=[O:22])=[O:21])[CH:8]=2)[N+:3]=1[CH2:24][CH2:25][CH2:26][CH2:27][S:28]([OH:31])(=[O:30])=[O:29].Cl.[C:33]1([NH:39][CH:40]=[CH:41][CH:42]=[CH:43][CH:44]=NC2C=CC=CC=2)[CH:38]=[CH:37][CH:36]=[CH:35][CH:34]=1. (2) Given the product [ClH:30].[ClH:1].[Cl:30][C:28]1[CH:27]=[CH:26][C:24]2[N:25]=[C:21]([N:18]3[CH2:19][CH2:20][NH:15][CH2:16][CH2:17]3)[S:22][C:23]=2[CH:29]=1, predict the reactants needed to synthesize it. The reactants are: [ClH:1].O1CCOCC1.C(OC([N:15]1[CH2:20][CH2:19][N:18]([C:21]2[S:22][C:23]3[CH:29]=[C:28]([Cl:30])[CH:27]=[CH:26][C:24]=3[N:25]=2)[CH2:17][CH2:16]1)=O)(C)(C)C. (3) Given the product [F:9][C:10]1[CH:15]=[C:14]2[C:13]([CH:19]=[CH:1][NH:16]2)=[CH:12][C:11]=1[N:20]1[C:28](=[O:29])[C:27]2[C:22](=[CH:23][CH:24]=[CH:25][CH:26]=2)[C:21]1=[O:30], predict the reactants needed to synthesize it. The reactants are: [CH3:1]OC(OC)N(C)C.[F:9][C:10]1[CH:15]=[C:14]([N+:16]([O-])=O)[C:13]([CH3:19])=[CH:12][C:11]=1[N:20]1[C:28](=[O:29])[C:27]2[C:22](=[CH:23][CH:24]=[CH:25][CH:26]=2)[C:21]1=[O:30].C(OCC)(=O)C. (4) Given the product [OH:1][C:2]1[C:3]2[O:15][N:14]=[C:13]([C:16]3[S:17][CH:18]=[CH:19][CH:20]=3)[C:4]=2[CH:5]=[N:6][C:7]=1[C:8]([NH:21][CH2:22][C:23]([OH:25])=[O:24])=[O:10], predict the reactants needed to synthesize it. The reactants are: [OH:1][C:2]1[C:3]2[O:15][N:14]=[C:13]([C:16]3[S:17][CH:18]=[CH:19][CH:20]=3)[C:4]=2[CH:5]=[N:6][C:7]=1[C:8]([O:10]CC)=O.[NH2:21][CH2:22][C:23]([OH:25])=[O:24].[O-]CC.[Na+].Cl.